Dataset: Catalyst prediction with 721,799 reactions and 888 catalyst types from USPTO. Task: Predict which catalyst facilitates the given reaction. (1) Reactant: [C:1](=O)([O-])[O-].[K+].[K+].CI.[CH3:9][C:10]1[C:15]([C:16]([OH:18])=[O:17])=[CH:14][N:13]=[CH:12][CH:11]=1. Product: [CH3:9][C:10]1[C:15]([C:16]([O:18][CH3:1])=[O:17])=[CH:14][N:13]=[CH:12][CH:11]=1. The catalyst class is: 9. (2) Reactant: C(C1C=C(C2SC(C3C=CC=C4C=3CC[C@H]4[NH:27][S:28]([CH:31]=[CH2:32])(=[O:30])=[O:29])=CN=2)C=CC=1OC(C)C)#N.Cl.[NH:34]1[CH2:39][CH2:38][CH2:37][C@@H:36]([OH:40])[CH2:35]1. Product: [OH:40][C@@H:36]1[CH2:37][CH2:38][CH2:39][N:34]([CH2:32][CH2:31][S:28]([NH2:27])(=[O:30])=[O:29])[CH2:35]1. The catalyst class is: 3. (3) The catalyst class is: 5. Product: [C:1]([O:5][C:6](=[O:18])[NH:7][CH:8]1[CH2:17][C:16]2[C:11](=[CH:12][CH:13]=[CH:14][CH:15]=2)[NH:10][CH2:9]1)([CH3:4])([CH3:2])[CH3:3]. Reactant: [C:1]([O:5][C:6](=[O:18])[NH:7][C:8]1[CH:9]=[N:10][C:11]2[C:16]([CH:17]=1)=[CH:15][CH:14]=[CH:13][CH:12]=2)([CH3:4])([CH3:3])[CH3:2].C(O)(=O)C. (4) Reactant: [I-].[CH3:2][S+](C)(C)=O.[H-].[Na+].[F:9][C:10]([F:28])([F:27])[C:11]1[CH:16]=[CH:15][C:14]([N:17]2[CH2:22][CH2:21][N:20]([CH2:23][C:24](=[O:26])[CH3:25])[CH2:19][CH2:18]2)=[CH:13][CH:12]=1.O. Product: [CH3:25][C:24]1([CH2:23][N:20]2[CH2:19][CH2:18][N:17]([C:14]3[CH:13]=[CH:12][C:11]([C:10]([F:9])([F:27])[F:28])=[CH:16][CH:15]=3)[CH2:22][CH2:21]2)[CH2:2][O:26]1. The catalyst class is: 16. (5) The catalyst class is: 175. Reactant: [F:1][C:2]1[CH:7]=[CH:6][C:5]([C:8]2[C:12]3[C:13]([CH3:20])=[C:14]([NH2:19])[C:15]([CH3:18])=[C:16]([CH3:17])[C:11]=3[O:10][C:9]=2[CH3:21])=[CH:4][CH:3]=1.[F:22][C:23]1[CH:31]=[CH:30][C:26]([C:27](Cl)=[O:28])=[CH:25][CH:24]=1. Product: [F:22][C:23]1[CH:31]=[CH:30][C:26]([C:27]([NH:19][C:14]2[C:15]([CH3:18])=[C:16]([CH3:17])[C:11]3[O:10][C:9]([CH3:21])=[C:8]([C:5]4[CH:6]=[CH:7][C:2]([F:1])=[CH:3][CH:4]=4)[C:12]=3[C:13]=2[CH3:20])=[O:28])=[CH:25][CH:24]=1. (6) Reactant: [CH:1]([C:4]1[C:13]2[O:12][C:11]([CH3:15])([CH3:14])[C:10](=[O:16])[NH:9][C:8]=2[CH:7]=[CH:6][CH:5]=1)([CH3:3])[CH3:2].C(=O)([O-])[O-].[K+].[K+].[C:23]([O:27][CH3:28])(=[O:26])[CH:24]=[CH2:25].O. Product: [CH3:28][O:27][C:23](=[O:26])[CH2:24][CH2:25][N:9]1[C:8]2[CH:7]=[CH:6][CH:5]=[C:4]([CH:1]([CH3:3])[CH3:2])[C:13]=2[O:12][C:11]([CH3:14])([CH3:15])[C:10]1=[O:16]. The catalyst class is: 9. (7) Product: [Cl:27][C:16]1[C:15]([C:18]([O:20][CH2:21][CH3:22])=[O:19])=[CH:14][N:13]=[C:12]2[N:8]([CH2:7][C:6]3[CH:23]=[CH:24][C:3]([O:2][CH3:1])=[CH:4][CH:5]=3)[N:9]=[CH:10][C:11]=12. The catalyst class is: 26. Reactant: [CH3:1][O:2][C:3]1[CH:24]=[CH:23][C:6]([CH2:7][N:8]2[C:12]3[NH:13][CH:14]=[C:15]([C:18]([O:20][CH2:21][CH3:22])=[O:19])[C:16](=O)[C:11]=3[CH:10]=[N:9]2)=[CH:5][CH:4]=1.O=P(Cl)(Cl)[Cl:27]. (8) Reactant: [Cl:1][C:2]1[CH:7]=[CH:6][CH:5]=[C:4]([Cl:8])[C:3]=1[CH2:9][S:10]([C:13]1[CH:14]=[C:15]2[C:19](=[CH:20][CH:21]=1)[NH:18][C:17](=[O:22])/[C:16]/2=[CH:23]\[C:24]1[NH:28][C:27]([CH3:29])=[C:26]([C:30]([OH:32])=O)[C:25]=1[CH3:33])(=[O:12])=[O:11].C1C=CC2N(O)N=NC=2C=1.CCN=C=NCCCN(C)C.Cl.[CH3:56][NH:57][CH:58]1[CH2:63][CH2:62][N:61]([CH3:64])[CH2:60][CH2:59]1. Product: [CH3:56][N:57]([CH:58]1[CH2:63][CH2:62][N:61]([CH3:64])[CH2:60][CH2:59]1)[C:30]([C:26]1[C:25]([CH3:33])=[C:24](/[CH:23]=[C:16]2\[C:17](=[O:22])[NH:18][C:19]3[C:15]\2=[CH:14][C:13]([S:10]([CH2:9][C:3]2[C:2]([Cl:1])=[CH:7][CH:6]=[CH:5][C:4]=2[Cl:8])(=[O:11])=[O:12])=[CH:21][CH:20]=3)[NH:28][C:27]=1[CH3:29])=[O:32]. The catalyst class is: 3.